From a dataset of Full USPTO retrosynthesis dataset with 1.9M reactions from patents (1976-2016). Predict the reactants needed to synthesize the given product. (1) Given the product [CH2:7]([O:8][N:9]1[C:15](=[O:16])[N:14]2[CH2:17][C@H:10]1[CH2:11][CH2:12][C@H:13]2[C:18]([NH:45][C:43]1[CH:42]=[CH:41][N:40]=[C:39]([N:38]([CH3:46])[CH3:37])[CH:44]=1)=[O:20])[C:1]1[CH:2]=[CH:3][CH:4]=[CH:5][CH:6]=1, predict the reactants needed to synthesize it. The reactants are: [C:1]1([CH2:7][O:8][N:9]2[C:15](=[O:16])[N:14]3[CH2:17][C@H:10]2[CH2:11][CH2:12][C@H:13]3[C:18]([OH:20])=O)[CH:6]=[CH:5][CH:4]=[CH:3][CH:2]=1.C(N(CC)CC)C.[I-].ClC1C=CC=C[N+]=1C.[CH3:37][N:38]([CH3:46])[C:39]1[CH:44]=[C:43]([NH2:45])[CH:42]=[CH:41][N:40]=1. (2) Given the product [C:1]1([C:7]([C:9]2[S:13][C:12]([C:14]#[C:15][C:16]3[CH:21]=[CH:20][CH:19]=[CH:18][CH:17]=3)=[N:11][CH:10]=2)=[O:8])[CH:2]=[CH:3][CH:4]=[CH:5][CH:6]=1, predict the reactants needed to synthesize it. The reactants are: [C:1]1([CH:7]([C:9]2[S:13][C:12]([C:14]#[C:15][C:16]3[CH:21]=[CH:20][CH:19]=[CH:18][CH:17]=3)=[N:11][CH:10]=2)[OH:8])[CH:6]=[CH:5][CH:4]=[CH:3][CH:2]=1.[Cr](O[Cr]([O-])(=O)=O)([O-])(=O)=O.[NH+]1C=CC=CC=1.[NH+]1C=CC=CC=1. (3) Given the product [OH:26][CH2:27][CH2:28][O:29][C:30]1[CH:35]=[CH:34][C:33]([C:36]2[CH:41]=[CH:40][CH:39]=[C:38]([CH2:42][O:43][C:44]3[CH:45]=[CH:46][C:47]([CH2:48][N:49]4[C:53](=[O:54])[NH:52][C:51](=[O:55])[O:50]4)=[CH:56][CH:57]=3)[CH:37]=2)=[CH:32][CH:31]=1, predict the reactants needed to synthesize it. The reactants are: [F-].C([N+](CCCC)(CCCC)CCCC)CCC.[Si]([O:26][CH2:27][CH2:28][O:29][C:30]1[CH:35]=[CH:34][C:33]([C:36]2[CH:41]=[CH:40][CH:39]=[C:38]([CH2:42][O:43][C:44]3[CH:57]=[CH:56][C:47]([CH2:48][N:49]4[C:53](=[O:54])[NH:52][C:51](=[O:55])[O:50]4)=[CH:46][CH:45]=3)[CH:37]=2)=[CH:32][CH:31]=1)(C(C)(C)C)(C)C.C1COCC1. (4) Given the product [C:1]([O:5][C:6]([N:8]([CH2:17][CH2:18][CH:19]=[CH2:20])[N:9]([CH2:23][CH:22]=[CH2:21])[C:10]([O:12][C:13]([CH3:16])([CH3:15])[CH3:14])=[O:11])=[O:7])([CH3:4])([CH3:3])[CH3:2], predict the reactants needed to synthesize it. The reactants are: [C:1]([O:5][C:6]([N:8]([CH2:17][CH2:18][CH:19]=[CH2:20])[NH:9][C:10]([O:12][C:13]([CH3:16])([CH3:15])[CH3:14])=[O:11])=[O:7])([CH3:4])([CH3:3])[CH3:2].[CH3:21][CH2:22][C:23]([O-])(C)C.[Na+].C(Br)C=C.O. (5) The reactants are: [C:1]([C:4]1[CH:9]=[CH:8][C:7]([C:10]2[CH:11]=[N:12][C:13]([C:16]([F:19])([F:18])[F:17])=[N:14][CH:15]=2)=[CH:6][C:5]=1[CH2:20][NH:21][C:22]([C@@H:24]1[C@@H:29]2[C@@H:27]([CH2:28]2)[CH2:26][N:25]1[S:30]([C:33]1[CH:38]=[CH:37][C:36]([F:39])=[CH:35][CH:34]=1)(=[O:32])=[O:31])=[O:23])(=O)[NH2:2].FC(F)(F)C(OC(=O)C(F)(F)F)=O.C(N(CC)CC)C. Given the product [C:1]([C:4]1[CH:9]=[CH:8][C:7]([C:10]2[CH:11]=[N:12][C:13]([C:16]([F:17])([F:19])[F:18])=[N:14][CH:15]=2)=[CH:6][C:5]=1[CH2:20][NH:21][C:22]([C@@H:24]1[C@@H:29]2[C@@H:27]([CH2:28]2)[CH2:26][N:25]1[S:30]([C:33]1[CH:34]=[CH:35][C:36]([F:39])=[CH:37][CH:38]=1)(=[O:31])=[O:32])=[O:23])#[N:2], predict the reactants needed to synthesize it. (6) Given the product [CH3:1][C:2]1[CH:3]=[C:4]([C:8]2[CH:13]=[C:12]([CH3:14])[CH:11]=[CH:10][N:9]=2)[N+:5]([O-:23])=[CH:6][CH:7]=1, predict the reactants needed to synthesize it. The reactants are: [CH3:1][C:2]1[CH:7]=[CH:6][N:5]=[C:4]([C:8]2[CH:13]=[C:12]([CH3:14])[CH:11]=[CH:10][N:9]=2)[CH:3]=1.ClC1C=CC=C(C(OO)=[O:23])C=1. (7) The reactants are: [Br:1][C:2]1[CH:3]=[C:4]([C:8](=O)[CH2:9][CH3:10])[CH:5]=[CH:6][CH:7]=1.[OH-].[K+]. Given the product [Br:1][C:2]1[CH:7]=[CH:6][CH:5]=[C:4]([CH2:8][CH2:9][CH3:10])[CH:3]=1, predict the reactants needed to synthesize it. (8) Given the product [Br:31][CH2:2][C:1]([C:4]1[CH:5]=[CH:6][C:7]2[O:12][C:11]([CH3:14])([CH3:13])[O:10][CH2:9][C:8]=2[CH:15]=1)=[O:3], predict the reactants needed to synthesize it. The reactants are: [C:1]([C:4]1[CH:5]=[CH:6][C:7]2[O:12][C:11]([CH3:14])([CH3:13])[O:10][CH2:9][C:8]=2[CH:15]=1)(=[O:3])[CH3:2].C[Si](C)(C)N[Si](C)(C)C.[Na].C[Si](Cl)(C)C.[Br:31]Br.